This data is from Full USPTO retrosynthesis dataset with 1.9M reactions from patents (1976-2016). The task is: Predict the reactants needed to synthesize the given product. (1) Given the product [NH2:1][C:4]1[CH:14]=[CH:13][C:7]2[CH2:8][CH2:9][N:10]([C:17](=[O:18])[C:16]([F:27])([F:26])[F:15])[CH2:11][CH2:12][C:6]=2[CH:5]=1, predict the reactants needed to synthesize it. The reactants are: [N+:1]([C:4]1[CH:14]=[CH:13][C:7]2[CH2:8][CH2:9][NH:10][CH2:11][CH2:12][C:6]=2[CH:5]=1)([O-])=O.[F:15][C:16]([F:27])([F:26])[C:17](O[C:17](=[O:18])[C:16]([F:27])([F:26])[F:15])=[O:18]. (2) Given the product [Cl:33][C:32]([Cl:35])([Cl:34])[CH2:31][O:30][C:28](=[O:29])[NH:20][C:7]1[N:8]([CH2:10][CH2:11][O:12][Si:13]([C:16]([CH3:19])([CH3:18])[CH3:17])([CH3:14])[CH3:15])[N:9]=[C:5]([C:1]([CH3:4])([CH3:2])[CH3:3])[CH:6]=1, predict the reactants needed to synthesize it. The reactants are: [C:1]([C:5]1[CH:6]=[C:7]([NH2:20])[N:8]([CH2:10][CH2:11][O:12][Si:13]([C:16]([CH3:19])([CH3:18])[CH3:17])([CH3:15])[CH3:14])[N:9]=1)([CH3:4])([CH3:3])[CH3:2].N1C=CC=CC=1.Cl[C:28]([O:30][CH2:31][C:32]([Cl:35])([Cl:34])[Cl:33])=[O:29].C(OCC)(=O)C.